This data is from Reaction yield outcomes from USPTO patents with 853,638 reactions. The task is: Predict the reaction yield, written as a fraction of the theoretical maximum amount of product (1.0 means a 100% yield; for example, 0.34 means a 34% yield). (1) The product is [C:41]([O:40][C:38]([N:32]1[CH2:37][CH2:36][N:35]([C:11]2[C:12](=[O:19])[N:13]([CH2:15][CH:16]([CH3:17])[CH3:18])[N:14]=[C:9]([C:4]3[CH:5]=[CH:6][C:7]([CH3:8])=[C:2]([F:1])[CH:3]=3)[C:10]=2[CH3:26])[CH2:34][CH2:33]1)=[O:39])([CH3:44])([CH3:43])[CH3:42]. The catalyst is C(#N)C. The reactants are [F:1][C:2]1[CH:3]=[C:4]([C:9]2[CH:10]=[C:11](COS(C)(=O)=O)[C:12](=[O:19])[N:13]([CH2:15][CH:16]([CH3:18])[CH3:17])[N:14]=2)[CH:5]=[CH:6][C:7]=1[CH3:8].[C:26](=O)([O-])[O-].[K+].[K+].[N:32]1([C:38]([O:40][C:41]([CH3:44])([CH3:43])[CH3:42])=[O:39])[CH2:37][CH2:36][NH:35][CH2:34][CH2:33]1.O. The yield is 0.924. (2) The product is [F:1][C:2]1[C:3]([NH:12][C:13]2[CH:18]=[CH:17][C:16]([C:19]#[CH:20])=[CH:15][C:14]=2[F:25])=[C:4]([CH:8]=[CH:9][C:10]=1[F:11])[C:5]([OH:7])=[O:6]. The yield is 0.990. The catalyst is CO. The reactants are [F:1][C:2]1[C:3]([NH:12][C:13]2[CH:18]=[CH:17][C:16]([C:19]#[C:20][Si](C)(C)C)=[CH:15][C:14]=2[F:25])=[C:4]([CH:8]=[CH:9][C:10]=1[F:11])[C:5]([OH:7])=[O:6].C([O-])([O-])=O.[K+].[K+]. (3) The reactants are [C:1]1([CH2:7][O:8][CH2:9][C@@H:10]([C:12]([OH:14])=[O:13])N)[CH:6]=[CH:5][CH:4]=[CH:3][CH:2]=1.[Br-:15].[K+].OS(O)(=O)=O.N([O-])=O.[Na+]. The catalyst is O. The product is [Br:15][CH:10]([CH2:9][O:8][CH2:7][C:1]1[CH:6]=[CH:5][CH:4]=[CH:3][CH:2]=1)[C:12]([OH:14])=[O:13]. The yield is 0.900.